Task: Predict the product of the given reaction.. Dataset: Forward reaction prediction with 1.9M reactions from USPTO patents (1976-2016) (1) The product is: [NH2:5][C@H:6]1[CH2:11][CH2:10][CH2:9][C@H:8]([C:12]([O:14][CH3:15])=[O:13])[CH2:7]1. Given the reactants S(Cl)(Cl)=O.[NH2:5][C@H:6]1[CH2:11][CH2:10][CH2:9][C@H:8]([C:12]([OH:14])=[O:13])[CH2:7]1.[CH3:15]O, predict the reaction product. (2) Given the reactants [CH2:1]([C:8]1[N:12]([CH:13]([CH:23]2[CH2:28][CH2:27][CH2:26][CH2:25][CH2:24]2)[C:14]([NH:16][CH:17]2[CH2:22]C[CH2:20][CH2:19][CH2:18]2)=[O:15])[C:11]2[CH:29]=[C:30]([Cl:34])[C:31]([F:33])=[CH:32][C:10]=2[N:9]=1)[C:2]1[CH:7]=[CH:6][CH:5]=[CH:4][CH:3]=1.C1([CH:41]=[O:42])CCCCC1.[CH3:43][O:44]C1C=CC(C=O)=CC=1.ClC1C=C(CC(O)=O)C=CC=1.COC(C(O)=O)C1C=CC=CC=1.C1([N+]#[C-])CCCCC1.C1([N+]#[C-])CCCC1, predict the reaction product. The product is: [Cl:34][C:30]1[C:31]([F:33])=[CH:32][C:10]2[N:9]=[C:8]([CH:1]([O:44][CH3:43])[C:2]3[CH:7]=[CH:6][CH:5]=[CH:4][CH:3]=3)[N:12]([CH:13]([C:23]3[CH:28]=[CH:27][C:26]([O:42][CH3:41])=[CH:25][CH:24]=3)[C:14]([NH:16][CH:17]3[CH2:18][CH2:19][CH2:20][CH2:22]3)=[O:15])[C:11]=2[CH:29]=1. (3) Given the reactants [CH3:1][C:2]1[CH:7]=[CH:6][C:5]([S:8](Cl)(=[O:10])=[O:9])=[CH:4][CH:3]=1.CC([N:16]([CH:20]([CH2:24][OH:25])[CH:21]([CH3:23])[CH3:22])[C:17](=[O:19])[OH:18])(C)C.O, predict the reaction product. The product is: [CH3:1][C:2]1[CH:7]=[CH:6][C:5]([S:8]([O:25][CH2:24][CH:20]([NH:16][C:17](=[O:19])[O:18][C:2]([CH3:7])([CH3:3])[CH3:1])[CH:21]([CH3:22])[CH3:23])(=[O:10])=[O:9])=[CH:4][CH:3]=1. (4) Given the reactants C(O[C:4](=[O:12])[C:5]1[CH:10]=[CH:9][C:8]([F:11])=[CH:7][CH:6]=1)C.[CH3:13][CH:14]([CH3:18])[C:15](=[O:17])[CH3:16], predict the reaction product. The product is: [F:11][C:8]1[CH:7]=[CH:6][C:5]([C:4](=[O:12])[CH2:16][C:15](=[O:17])[CH:14]([CH3:18])[CH3:13])=[CH:10][CH:9]=1. (5) Given the reactants [CH:1]1([CH2:4][CH2:5][OH:6])[CH2:3][CH2:2]1.Cl[C:8]1[N:9]=[C:10]([OH:24])[C:11]2[CH:17]=[CH:16][N:15]=[C:14]([C:18]3[N:19]=[CH:20][N:21]([CH3:23])[CH:22]=3)[C:12]=2[N:13]=1, predict the reaction product. The product is: [CH:1]1([CH2:4][CH2:5][O:6][C:8]2[N:9]=[C:10]([OH:24])[C:11]3[CH:17]=[CH:16][N:15]=[C:14]([C:18]4[N:19]=[CH:20][N:21]([CH3:23])[CH:22]=4)[C:12]=3[N:13]=2)[CH2:3][CH2:2]1. (6) The product is: [NH2:17][C:6]([C:8]1[CH:13]=[CH:12][CH:11]=[C:10]([N+:14]([O-:16])=[O:15])[CH:9]=1)([CH3:7])[CH2:5][OH:4]. Given the reactants [BH4-].[Na+].C[O:4][C:5](=O)[C:6]([NH2:17])([C:8]1[CH:13]=[CH:12][CH:11]=[C:10]([N+:14]([O-:16])=[O:15])[CH:9]=1)[CH3:7], predict the reaction product. (7) Given the reactants [OH:1][C@@H:2]([C@H:4]1[C:34](=[O:35])[N:6]2[C:7]([C:21]([O:23][CH2:24][C:25]3[CH:30]=[CH:29][C:28]([N+:31]([O-:33])=[O:32])=[CH:27][CH:26]=3)=[O:22])=[C:8]([C:10]3[S:14][C:13]4=[C:15]([S:19][CH3:20])[N:16]=[C:17]([CH3:18])[N:12]4[CH:11]=3)[CH2:9][C@H:5]12)[CH3:3].[F:36][C:37]([F:44])([F:43])[S:38]([O:41]C)(=[O:40])=[O:39], predict the reaction product. The product is: [F:36][C:37]([F:44])([F:43])[S:38]([O-:41])(=[O:40])=[O:39].[CH3:18][C:17]1[N:16]([CH3:37])[C:15]([S:19][CH3:20])=[C:13]2[N+:12]=1[CH:11]=[C:10]([C:8]1[CH2:9][C@@H:5]3[C@@H:4]([C@H:2]([OH:1])[CH3:3])[C:34](=[O:35])[N:6]3[C:7]=1[C:21]([O:23][CH2:24][C:25]1[CH:26]=[CH:27][C:28]([N+:31]([O-:33])=[O:32])=[CH:29][CH:30]=1)=[O:22])[S:14]2. (8) Given the reactants [NH2:1][C:2]1[CH:3]=[N:4][CH:5]=[CH:6][C:7]=1[N:8]1[CH2:13][C@H:12]([CH3:14])[CH2:11][C@H:10]([NH:15][C:16](=[O:22])[O:17][C:18]([CH3:21])([CH3:20])[CH3:19])[CH2:9]1.[CH:23]1([N:27]2[C:31]3=[N:32][C:33]([C:36](O)=[O:37])=[CH:34][CH:35]=[C:30]3[CH:29]=[CH:28]2)[CH2:26][CH2:25][CH2:24]1.CCN(C(C)C)C(C)C.CN(C(ON1N=NC2C=CC=NC1=2)=[N+](C)C)C.F[P-](F)(F)(F)(F)F, predict the reaction product. The product is: [CH:23]1([N:27]2[C:31]3=[N:32][C:33]([C:36]([NH:1][C:2]4[CH:3]=[N:4][CH:5]=[CH:6][C:7]=4[N:8]4[CH2:13][C@H:12]([CH3:14])[CH2:11][C@H:10]([NH:15][C:16](=[O:22])[O:17][C:18]([CH3:21])([CH3:20])[CH3:19])[CH2:9]4)=[O:37])=[CH:34][CH:35]=[C:30]3[CH:29]=[CH:28]2)[CH2:26][CH2:25][CH2:24]1. (9) Given the reactants [CH2:1]([C:3]1[CH:4]=[C:5]([C:9]2[C:14]([F:15])=[CH:13][CH:12]=[CH:11][C:10]=2[C:16]([OH:31])([C@@H:25]2[CH2:30][CH2:29][CH2:28][NH:27][CH2:26]2)[CH2:17][CH2:18][CH2:19][NH:20][C:21](=[O:24])[O:22][CH3:23])[CH:6]=[CH:7][CH:8]=1)[CH3:2].[N+:32]([C:35]1[CH:40]=[CH:39][CH:38]=[CH:37][C:36]=1[S:41]([N:44]1[CH2:49][CH2:48][O:47][CH:46]([CH2:50][C:51]([O-])=[O:52])[CH2:45]1)(=[O:43])=[O:42])([O-:34])=[O:33].[Li+].C(N(C(C)C)C(C)C)C.CN(C(ON1N=NC2C=CC=CC1=2)=[N+](C)C)C.F[P-](F)(F)(F)(F)F, predict the reaction product. The product is: [CH2:1]([C:3]1[CH:4]=[C:5]([C:9]2[C:14]([F:15])=[CH:13][CH:12]=[CH:11][C:10]=2[C:16]([OH:31])([C@@H:25]2[CH2:30][CH2:29][CH2:28][N:27]([C:51](=[O:52])[CH2:50][CH:46]3[O:47][CH2:48][CH2:49][N:44]([S:41]([C:36]4[CH:37]=[CH:38][CH:39]=[CH:40][C:35]=4[N+:32]([O-:34])=[O:33])(=[O:42])=[O:43])[CH2:45]3)[CH2:26]2)[CH2:17][CH2:18][CH2:19][NH:20][C:21](=[O:24])[O:22][CH3:23])[CH:6]=[CH:7][CH:8]=1)[CH3:2]. (10) Given the reactants [F:1][C:2]([F:28])([F:27])[CH:3](OS(C)(=O)=O)[CH2:4][O:5][CH:6]1[CH2:11][CH2:10][N:9]([C:12]([O:14][CH2:15][C:16]2[CH:21]=[CH:20][CH:19]=[CH:18][CH:17]=2)=[O:13])[CH2:8][CH2:7]1.[N-:29]=[N+:30]=[N-:31].[Na+].CS(C)=O, predict the reaction product. The product is: [N:29]([CH:3]([C:2]([F:28])([F:27])[F:1])[CH2:4][O:5][CH:6]1[CH2:11][CH2:10][N:9]([C:12]([O:14][CH2:15][C:16]2[CH:21]=[CH:20][CH:19]=[CH:18][CH:17]=2)=[O:13])[CH2:8][CH2:7]1)=[N+:30]=[N-:31].